Dataset: Reaction yield outcomes from USPTO patents with 853,638 reactions. Task: Predict the reaction yield, written as a fraction of the theoretical maximum amount of product (1.0 means a 100% yield; for example, 0.34 means a 34% yield). (1) The reactants are [CH3:1][O:2][CH2:3][CH:4]([NH:6][C:7]([C:9]1[CH:10]=[C:11]([C:16]2[CH:21]=[CH:20][C:19]([CH3:22])=[CH:18][CH:17]=2)[CH:12]=[C:13](N)[CH:14]=1)=[O:8])[CH3:5].N(OCCC(C)C)=O.[I:31]CI. No catalyst specified. The product is [CH3:1][O:2][CH2:3][CH:4]([NH:6][C:7]([C:9]1[CH:10]=[C:11]([C:16]2[CH:21]=[CH:20][C:19]([CH3:22])=[CH:18][CH:17]=2)[CH:12]=[C:13]([I:31])[CH:14]=1)=[O:8])[CH3:5]. The yield is 0.838. (2) The reactants are Br[CH2:2][C:3]([O:5][C:6]([CH3:9])([CH3:8])[CH3:7])=[O:4].[C:10]([N:29]1[CH:33]=[C:32]([CH:34]=[O:35])[N:31]=[CH:30]1)([C:23]1[CH:28]=[CH:27][CH:26]=[CH:25][CH:24]=1)([C:17]1[CH:22]=[CH:21][CH:20]=[CH:19][CH:18]=1)[C:11]1[CH:16]=[CH:15][CH:14]=[CH:13][CH:12]=1.Cl. The catalyst is O1CCCC1.[Cl-].C[SiH](C)C.[Zn]. The product is [OH:35][CH:34]([C:32]1[N:31]=[CH:30][N:29]([C:10]([C:11]2[CH:16]=[CH:15][CH:14]=[CH:13][CH:12]=2)([C:17]2[CH:18]=[CH:19][CH:20]=[CH:21][CH:22]=2)[C:23]2[CH:28]=[CH:27][CH:26]=[CH:25][CH:24]=2)[CH:33]=1)[CH2:2][C:3]([O:5][C:6]([CH3:9])([CH3:8])[CH3:7])=[O:4]. The yield is 0.840. (3) The reactants are Cl[C:2]1[CH:3]=[CH:4][C:5]2[C:11](=[O:12])[C:10]3[CH:13]=[CH:14][CH:15]=[C:16]([O:17][CH2:18][C@H:19]4[CH2:23][O:22][C:21]([CH3:25])([CH3:24])[O:20]4)[C:9]=3[CH2:8][CH2:7][C:6]=2[CH:26]=1.[F:27][C:28]1[CH:34]=[C:33]([F:35])[CH:32]=[CH:31][C:29]=1[NH2:30].P.O(C(C)(C)C)[Na]. The catalyst is C1(C)C=CC=CC=1.C(O)(C)(C)C.CC([O-])=O.CC([O-])=O.[Pd+2]. The product is [F:27][C:28]1[CH:34]=[C:33]([F:35])[CH:32]=[CH:31][C:29]=1[NH:30][C:2]1[CH:3]=[CH:4][C:5]2[C:11](=[O:12])[C:10]3[CH:13]=[CH:14][CH:15]=[C:16]([O:17][CH2:18][C@H:19]4[CH2:23][O:22][C:21]([CH3:25])([CH3:24])[O:20]4)[C:9]=3[CH2:8][CH2:7][C:6]=2[CH:26]=1. The yield is 0.370.